From a dataset of Forward reaction prediction with 1.9M reactions from USPTO patents (1976-2016). Predict the product of the given reaction. Given the reactants [CH3:1][C:2]1([CH2:6][N:7]2[CH:11]=[C:10]([N+:12]([O-])=O)[N:9]=[CH:8]2)[CH2:5][O:4][CH2:3]1.[F:15][C:16]1[CH:17]=[C:18]2[C:23](=[C:24]([F:26])[CH:25]=1)[CH2:22][CH:21]([NH:27][CH:28]([CH2:32][CH2:33][CH3:34])[C:29](O)=[O:30])[CH2:20][CH2:19]2, predict the reaction product. The product is: [CH3:1][C:2]1([CH2:6][N:7]2[CH:11]=[C:10]([NH:12][C:29](=[O:30])[C@@H:28]([NH:27][CH:21]3[CH2:20][CH2:19][C:18]4[C:23](=[C:24]([F:26])[CH:25]=[C:16]([F:15])[CH:17]=4)[CH2:22]3)[CH2:32][CH2:33][CH3:34])[N:9]=[CH:8]2)[CH2:5][O:4][CH2:3]1.